From a dataset of Merck oncology drug combination screen with 23,052 pairs across 39 cell lines. Regression. Given two drug SMILES strings and cell line genomic features, predict the synergy score measuring deviation from expected non-interaction effect. (1) Drug 1: N.N.O=C(O)C1(C(=O)O)CCC1.[Pt]. Drug 2: NC(=O)c1cccc2cn(-c3ccc(C4CCCNC4)cc3)nc12. Cell line: PA1. Synergy scores: synergy=-1.42. (2) Drug 1: O=S1(=O)NC2(CN1CC(F)(F)F)C1CCC2Cc2cc(C=CCN3CCC(C(F)(F)F)CC3)ccc2C1. Drug 2: CCC1=CC2CN(C1)Cc1c([nH]c3ccccc13)C(C(=O)OC)(c1cc3c(cc1OC)N(C)C1C(O)(C(=O)OC)C(OC(C)=O)C4(CC)C=CCN5CCC31C54)C2. Cell line: UWB1289BRCA1. Synergy scores: synergy=-8.36.